From a dataset of Drug-target binding data from BindingDB using IC50 measurements. Regression. Given a target protein amino acid sequence and a drug SMILES string, predict the binding affinity score between them. We predict pIC50 (pIC50 = -log10(IC50 in M); higher means more potent). Dataset: bindingdb_ic50. (1) The compound is COCC(C1CC1)n1nc(C)nc(Nc2c(Cl)cc(OC(F)(F)F)cc2Cl)c1=O. The target protein sequence is MGRRPQLRLVKALLLLGLNPVSTSLQDQRCENLSLTSNVSGLQCNASVDLIGTCWPRSPAGQLVVRPCPAFFYGVRYNTTNNGYRECLANGSWAARVNYSECQEILNEEKKSKVHYHVAVIINYLGHCISLVALLVAFVLFLRLRSIRCLRNIIHWNLISAFILRNATWFVVQLTVSPEVHQSNVAWCRLVTAAYNYFHVTNFFWMFGEGCYLHTAIVLTYSTDRLRKWMFVCIGWGVPFPIIVAWAIGKLHYDNEKCWFGKRPGVYTDYIYQGPMILVLLINFIFLFNIVRILMTKLRASTTSETIQYRKAVKATLVLLPLLGITYMLFFVNPGEDEVSRVVFIYFNSFLESFQGFFVSVFYCFLNSEVRSAIRKRWRRWQDKHSIRARVARAMSIPTSPTRVSFHSIKQSTAV. The pIC50 is 8.0. (2) The compound is NC1CCC(Nc2nc(Nc3ccc(C(=O)N4CCCCC4)cc3)c3ncn(-c4cccc(OCc5ccccc5)c4)c3n2)CC1. The target is PFCDPK1(Pfalciparum). The pIC50 is 5.4. (3) The drug is CC(C)Cc1nnc2c(C(=O)NC3c4ccccc4-c4ccccc43)cccn12. The target protein sequence is MVYSYTEKKRIRKDFGKRPQVLDVPYLLSIQLDSFQKFIEQDPEGQYGLEAAFRSVFPIQSYSGNSELQYVSYRLGEPVFDVQECQIRGVTYSAPLRVKLRLVIYEREAPEGTVKDIKEQEVYMGEIPLMTDNGTFVINGTERVIVSQLHRSPGVFFDSDKGKTHSSGKVLYNARIIPYRGSWLDFEFDPKDNLFVRIDRRRKLPATIILRALNYTTEQILDLFFEKVIFEIRDNKLQMELVPERLRGETASFDIEANGKVYVEKGRRITARHIRQLEKDDVKLIEVPVEYIAGKVVAKDYIDESTGELICAANMELSLDLLAKLSQSGHKRIETLFTNDLDHGPYISETLRVDPTNDRLSALVEIYRMMRPGEPPTREAAESLFENLFFSEDRYDLSAVGRMKFNRSLLREEIEGSGILSKDDIIDVMKKLIDIRNGKGEVDDIDHLGNRRIRSVGEMAENQFRVGLVRVERAVKERLSLGDLDTLMPQDMINAKPISA.... The pIC50 is 5.4. (4) The pIC50 is 7.0. The compound is CCc1nc(N)nc(N)c1C#C[C@@H](C)c1cc2c(c(-c3ccc(C(=O)O)cc3)c1)OCO2. The target protein sequence is MKVSLIAAMDKNRVIGKENDIPWRIPEDWEYVKNTTKGYPIILGRKNLESIGRALPGRRNIILTRDKGFSFNGCEIVHSIEDVFELCNSEEEIFIFGGEQIYNLFLPYVEKMYITKIHYEFEGDTFFPEVNYEEWNEVSVTQGITNEKNPYTYYFHIYERKAS. (5) The small molecule is CCCOc1cc(C2(C)CNC(=O)O2)ccc1OC. The target protein sequence is SAAEEETRELQSLAAAVVPSAQTLKITDFSFSDFELSDLETALCTIRMFTDLNLVQNFQMKHEVLCRWILSVKKNYRKNVAYHNWRHAFNTAQCMFAALKAGKIQNKLTDLEILALLIAALSHDLDHRGVNNSYIQRSEHPLAQLYCHSIMEHHHFDQCLMILNSPGNQILSGLSIEEYKTTLKIIKQAILATDLALYIKRRGEFFELIRKNQFNLEDPHQKELFLAMLMTACDLSAITKPWPIQQRIAELVATEFFDQGDRERKELNIEPTDLMNREKKNKIPSMQVGFIDAICLQLYEALTHVSEDCFPLLDGCRKNRQKWQALAEQQEKMLINGESGQAKRN. The pIC50 is 3.7.